Task: Predict the reactants needed to synthesize the given product.. Dataset: Full USPTO retrosynthesis dataset with 1.9M reactions from patents (1976-2016) (1) Given the product [CH3:1][O:2][C:3](=[O:15])[CH2:4][CH2:5][CH2:6][CH2:7][CH2:8][CH2:9][CH:10]([OH:14])[C:11](=[O:13])[NH:18][C:19]1[CH:24]=[CH:23][CH:22]=[CH:21][CH:20]=1, predict the reactants needed to synthesize it. The reactants are: [CH3:1][O:2][C:3](=[O:15])[CH2:4][CH2:5][CH2:6][CH2:7][CH2:8][CH2:9][CH:10]([OH:14])[C:11]([OH:13])=O.S(=[N:18][C:19]1[CH:24]=[CH:23][CH:22]=[CH:21][CH:20]=1)=O.N1C=NC=N1. (2) Given the product [CH3:1][S:2][C:3]1[N:4]=[CH:5][C:6]([C:19]2[N:20]=[C:21]3[C:26](=[CH:27][CH:28]=2)[N:25]=[CH:24][C:23]2[CH:29]=[CH:30][C:31](=[O:43])[N:32]([C:33]4[CH:38]=[CH:37][CH:36]=[C:35]([C:39]([F:41])([F:40])[F:42])[CH:34]=4)[C:22]3=2)=[CH:7][CH:8]=1, predict the reactants needed to synthesize it. The reactants are: [CH3:1][S:2][C:3]1[CH:8]=[CH:7][C:6](B2OC(C)(C)C(C)(C)O2)=[CH:5][N:4]=1.Cl[C:19]1[N:20]=[C:21]2[C:26](=[CH:27][CH:28]=1)[N:25]=[CH:24][C:23]1[CH:29]=[CH:30][C:31](=[O:43])[N:32]([C:33]3[CH:38]=[CH:37][CH:36]=[C:35]([C:39]([F:42])([F:41])[F:40])[CH:34]=3)[C:22]2=1.C(=O)([O-])[O-].[Na+].[Na+]. (3) Given the product [C:8]1([P:7]([C:1]2[CH:2]=[CH:3][CH:4]=[CH:5][CH:6]=2)[CH2:16][CH2:15][C:14]([OH:18])=[O:17])[CH:9]=[CH:10][CH:11]=[CH:12][CH:13]=1, predict the reactants needed to synthesize it. The reactants are: [C:1]1([PH:7][C:8]2[CH:13]=[CH:12][CH:11]=[CH:10][CH:9]=2)[CH:6]=[CH:5][CH:4]=[CH:3][CH:2]=1.[C:14]([O:18]C)(=[O:17])[CH:15]=[CH2:16].[OH-].[K+].Cl. (4) Given the product [C:1]([CH2:5][O:6][S:15]([CH2:13][CH3:14])(=[O:17])=[O:16])([F:4])([F:3])[F:2], predict the reactants needed to synthesize it. The reactants are: [C:1]([CH2:5][OH:6])([F:4])([F:3])[F:2].N1C=CC=CC=1.[CH2:13]([S:15](Cl)(=[O:17])=[O:16])[CH3:14].Cl.N1C=CC=CC=1. (5) The reactants are: [CH3:1][C:2]1[CH:7]=[C:6]([CH3:8])[CH:5]=[C:4]([CH3:9])[C:3]=1[C:10]1[CH:15]=[CH:14][CH:13]=[C:12]([CH:16]=[O:17])[CH:11]=1.[BH4-].[Na+].C(O)(=O)CC(CC(O)=O)(C(O)=O)O. Given the product [CH3:9][C:4]1[CH:5]=[C:6]([CH3:8])[CH:7]=[C:2]([CH3:1])[C:3]=1[C:10]1[CH:15]=[CH:14][CH:13]=[C:12]([CH2:16][OH:17])[CH:11]=1, predict the reactants needed to synthesize it.